From a dataset of NCI-60 drug combinations with 297,098 pairs across 59 cell lines. Regression. Given two drug SMILES strings and cell line genomic features, predict the synergy score measuring deviation from expected non-interaction effect. (1) Drug 1: C1=CC(=CC=C1C#N)C(C2=CC=C(C=C2)C#N)N3C=NC=N3. Drug 2: C(=O)(N)NO. Cell line: HCC-2998. Synergy scores: CSS=-1.23, Synergy_ZIP=2.87, Synergy_Bliss=2.22, Synergy_Loewe=0.592, Synergy_HSA=-0.866. (2) Drug 1: COC1=C(C=C2C(=C1)N=CN=C2NC3=CC(=C(C=C3)F)Cl)OCCCN4CCOCC4. Drug 2: C(CC(=O)O)C(=O)CN.Cl. Cell line: DU-145. Synergy scores: CSS=28.7, Synergy_ZIP=-6.43, Synergy_Bliss=-6.11, Synergy_Loewe=-12.9, Synergy_HSA=-2.38. (3) Drug 1: CN(CCCl)CCCl.Cl. Drug 2: C(CC(=O)O)C(=O)CN.Cl. Cell line: A549. Synergy scores: CSS=17.9, Synergy_ZIP=-3.79, Synergy_Bliss=-2.65, Synergy_Loewe=-20.0, Synergy_HSA=-1.43. (4) Drug 1: C1=CN(C(=O)N=C1N)C2C(C(C(O2)CO)O)O.Cl. Drug 2: CCN(CC)CCCC(C)NC1=C2C=C(C=CC2=NC3=C1C=CC(=C3)Cl)OC. Cell line: SNB-75. Synergy scores: CSS=1.83, Synergy_ZIP=-2.65, Synergy_Bliss=-0.871, Synergy_Loewe=-4.26, Synergy_HSA=-0.596. (5) Cell line: OVCAR-5. Drug 1: COC1=C(C=C2C(=C1)N=CN=C2NC3=CC(=C(C=C3)F)Cl)OCCCN4CCOCC4. Drug 2: C1CNP(=O)(OC1)N(CCCl)CCCl. Synergy scores: CSS=58.1, Synergy_ZIP=0.677, Synergy_Bliss=3.20, Synergy_Loewe=-39.4, Synergy_HSA=3.99. (6) Drug 1: C1=NC(=NC(=O)N1C2C(C(C(O2)CO)O)O)N. Drug 2: C1=NC2=C(N1)C(=S)N=CN2. Cell line: RPMI-8226. Synergy scores: CSS=73.5, Synergy_ZIP=-0.984, Synergy_Bliss=-1.01, Synergy_Loewe=-3.91, Synergy_HSA=1.57.